Dataset: Reaction yield outcomes from USPTO patents with 853,638 reactions. Task: Predict the reaction yield, written as a fraction of the theoretical maximum amount of product (1.0 means a 100% yield; for example, 0.34 means a 34% yield). (1) The catalyst is C(O)C. The reactants are [Cl:1][C:2]1[CH:3]=[C:4]([NH:8][C:9](SC)=[C:10]([C:14]#[N:15])[C:11]([NH2:13])=O)[CH:5]=[CH:6][CH:7]=1.[OH2:18].[NH2:19][NH2:20]. The yield is 0.830. The product is [NH2:13][C:11]1[NH:20][N:19]=[C:9]([NH:8][C:4]2[CH:5]=[CH:6][CH:7]=[C:2]([Cl:1])[CH:3]=2)[C:10]=1[C:14]([NH2:15])=[O:18]. (2) The reactants are [C:1]([O:9][CH2:10][CH3:11])(=[O:8])[CH2:2][C:3]([O:5][CH2:6][CH3:7])=[O:4].[CH2:12]([O:14][CH:15](OCC)[CH2:16][CH:17](OCC)OCC)[CH3:13].C(OC(=O)C)(=O)C. The catalyst is [Cl-].[Zn+2].[Cl-]. The product is [CH2:12]([O:14][CH:15]=[CH:16][CH:17]=[C:2]([C:3]([O:5][CH2:6][CH3:7])=[O:4])[C:1]([O:9][CH2:10][CH3:11])=[O:8])[CH3:13]. The yield is 0.750. (3) The reactants are Cl[C:2]1[CH:11]=[CH:10][C:9]2[C:4](=[CH:5][CH:6]=[CH:7][CH:8]=2)[N:3]=1.[C:12]1([CH3:27])[CH:17]=[CH:16][CH:15]=[CH:14][C:13]=1C1C=CC=CC=1B(O)O.C(=O)([O-])[O-].[Na+].[Na+].C1(P(C2C=CC=CC=2)C2C=CC=CC=2)C=CC=CC=1. The catalyst is C([O-])(=O)C.[Pd+2].C([O-])(=O)C.C(OCC)(=O)C.O.COCCOC. The product is [CH3:27][C:12]1[CH:17]=[CH:16][CH:15]=[CH:14][C:13]=1[C:2]1[CH:11]=[CH:10][C:9]2[C:4](=[CH:5][CH:6]=[CH:7][CH:8]=2)[N:3]=1. The yield is 0.750. (4) The reactants are C(OC([NH:11][CH:12]1[N:18]=[C:17]([CH2:19][CH3:20])[C:16]2[CH:21]=[CH:22][CH:23]=[C:24]([CH3:25])[C:15]=2[N:14]([CH2:26][C:27]([N:29]2[CH2:35][CH:34]3[CH2:36][CH2:37][CH:31]([CH2:32][CH2:33]3)[CH2:30]2)=[O:28])[C:13]1=[O:38])=O)C1C=CC=CC=1.C([O-])=O.[NH4+]. The catalyst is [Pd].C(O)C.C(OCC)(=O)C. The product is [NH2:11][CH:12]1[N:18]=[C:17]([CH2:19][CH3:20])[C:16]2[CH:21]=[CH:22][CH:23]=[C:24]([CH3:25])[C:15]=2[N:14]([CH2:26][C:27]([N:29]2[CH2:35][CH:34]3[CH2:33][CH2:32][CH:31]([CH2:37][CH2:36]3)[CH2:30]2)=[O:28])[C:13]1=[O:38]. The yield is 0.870. (5) The reactants are Cl.[Cl:2][C:3]1[CH:4]=[N+:5]([O-:46])[CH:6]=[C:7]([Cl:45])[C:8]=1[CH2:9][C@@H:10]([C:30]1[CH:35]=[CH:34][C:33]([O:36][CH:37]([F:39])[F:38])=[C:32]([O:40][CH2:41][CH:42]2[CH2:44][CH2:43]2)[CH:31]=1)[O:11][C:12](=[O:29])[C:13]1[CH:18]=[CH:17][C:16]([O:19][CH3:20])=[C:15]([O:21]C([C@@H]2CCCN2)=O)[CH:14]=1.C([O-])(O)=O.[Na+]. The catalyst is CO. The product is [Cl:45][C:7]1[CH:6]=[N+:5]([O-:46])[CH:4]=[C:3]([Cl:2])[C:8]=1[CH2:9][C@@H:10]([C:30]1[CH:35]=[CH:34][C:33]([O:36][CH:37]([F:39])[F:38])=[C:32]([O:40][CH2:41][CH:42]2[CH2:44][CH2:43]2)[CH:31]=1)[O:11][C:12](=[O:29])[C:13]1[CH:18]=[CH:17][C:16]([O:19][CH3:20])=[C:15]([OH:21])[CH:14]=1. The yield is 0.780.